This data is from NCI-60 drug combinations with 297,098 pairs across 59 cell lines. The task is: Regression. Given two drug SMILES strings and cell line genomic features, predict the synergy score measuring deviation from expected non-interaction effect. (1) Drug 1: CC1=CC2C(CCC3(C2CCC3(C(=O)C)OC(=O)C)C)C4(C1=CC(=O)CC4)C. Drug 2: C1CN(CCN1C(=O)CCBr)C(=O)CCBr. Cell line: SF-295. Synergy scores: CSS=17.8, Synergy_ZIP=-3.80, Synergy_Bliss=-2.91, Synergy_Loewe=-18.1, Synergy_HSA=-4.10. (2) Drug 1: C1CN1P(=S)(N2CC2)N3CC3. Drug 2: CC12CCC3C(C1CCC2O)C(CC4=C3C=CC(=C4)O)CCCCCCCCCS(=O)CCCC(C(F)(F)F)(F)F. Cell line: BT-549. Synergy scores: CSS=8.11, Synergy_ZIP=-1.55, Synergy_Bliss=2.52, Synergy_Loewe=1.38, Synergy_HSA=0.858. (3) Drug 1: CC=C1C(=O)NC(C(=O)OC2CC(=O)NC(C(=O)NC(CSSCCC=C2)C(=O)N1)C(C)C)C(C)C. Drug 2: CC(C)CN1C=NC2=C1C3=CC=CC=C3N=C2N. Cell line: HT29. Synergy scores: CSS=50.4, Synergy_ZIP=0.467, Synergy_Bliss=-4.52, Synergy_Loewe=-48.5, Synergy_HSA=-8.81. (4) Drug 1: CN(C)C1=NC(=NC(=N1)N(C)C)N(C)C. Drug 2: C#CCC(CC1=CN=C2C(=N1)C(=NC(=N2)N)N)C3=CC=C(C=C3)C(=O)NC(CCC(=O)O)C(=O)O. Cell line: MDA-MB-231. Synergy scores: CSS=-1.54, Synergy_ZIP=2.86, Synergy_Bliss=4.73, Synergy_Loewe=0.0157, Synergy_HSA=1.05. (5) Drug 1: CCCCCOC(=O)NC1=NC(=O)N(C=C1F)C2C(C(C(O2)C)O)O. Drug 2: C1C(C(OC1N2C=NC(=NC2=O)N)CO)O. Cell line: OVCAR-5. Synergy scores: CSS=-1.92, Synergy_ZIP=2.96, Synergy_Bliss=2.66, Synergy_Loewe=-3.75, Synergy_HSA=-4.64. (6) Drug 1: CC12CCC3C(C1CCC2=O)CC(=C)C4=CC(=O)C=CC34C. Drug 2: CC1OCC2C(O1)C(C(C(O2)OC3C4COC(=O)C4C(C5=CC6=C(C=C35)OCO6)C7=CC(=C(C(=C7)OC)O)OC)O)O. Cell line: IGROV1. Synergy scores: CSS=56.3, Synergy_ZIP=6.50, Synergy_Bliss=8.50, Synergy_Loewe=8.78, Synergy_HSA=9.92.